Dataset: Catalyst prediction with 721,799 reactions and 888 catalyst types from USPTO. Task: Predict which catalyst facilitates the given reaction. (1) Reactant: [CH2:1]([N:3]([Si](C)(C)C)[CH2:4][CH3:5])[CH3:2].[F:10][C:11]([F:17])([F:16])[S:12]([O-:15])(=[O:14])=[O:13].[CH3:18][NH+:19]1[CH2:23][CH2:22][N:21]([CH3:24])[CH:20]1Cl. Product: [F:10][C:11]([F:17])([F:16])[S:12]([O-:15])(=[O:14])=[O:13].[CH3:18][NH+:19]1[CH2:23][CH2:22][N:21]([CH3:24])[CH:20]1[N:3]([CH2:4][CH3:5])[CH2:1][CH3:2]. The catalyst class is: 22. (2) Reactant: [F:1][C:2]1[CH:3]=[CH:4][C:5]([O:22][C@@H:23]2[CH2:27][CH2:26][O:25][CH2:24]2)=[C:6]([CH:8]2[CH2:12][CH2:11][CH2:10][N:9]2[C:13]2[CH:14]=[CH:15][C:16]([N+:19]([O-])=O)=[N:17][CH:18]=2)[CH:7]=1. Product: [F:1][C:2]1[CH:3]=[CH:4][C:5]([O:22][C@@H:23]2[CH2:27][CH2:26][O:25][CH2:24]2)=[C:6]([CH:8]2[CH2:12][CH2:11][CH2:10][N:9]2[C:13]2[CH:14]=[CH:15][C:16]([NH2:19])=[N:17][CH:18]=2)[CH:7]=1. The catalyst class is: 171. (3) Reactant: [C:1]1([C:8]2[CH:13]=[CH:12][CH:11]=[CH:10][CH:9]=2)[CH:6]=[CH:5][C:4]([OH:7])=[CH:3][CH:2]=1.C([O-])([O-])=O.[K+].[K+].Cl[CH2:21][C:22]([O:24][CH2:25][CH3:26])=[O:23].CN(C=O)C. Product: [C:1]1([C:8]2[CH:13]=[CH:12][CH:11]=[CH:10][CH:9]=2)[CH:2]=[CH:3][C:4]([O:7][CH2:21][C:22]([O:24][CH2:25][CH3:26])=[O:23])=[CH:5][CH:6]=1. The catalyst class is: 6. (4) Reactant: [N:1]1[CH:6]=[CH:5][C:4]([C:7]2[C:8]([NH:13][C:14]3[CH:15]=[C:16]([CH:22]=[CH:23][C:24]=3[C:25]([F:28])([F:27])[F:26])[C:17]([O:19]CC)=[O:18])=[N:9][CH:10]=[CH:11][CH:12]=2)=[N:3][CH:2]=1.[OH-].[Na+]. Product: [N:1]1[CH:6]=[CH:5][C:4]([C:7]2[C:8]([NH:13][C:14]3[CH:15]=[C:16]([CH:22]=[CH:23][C:24]=3[C:25]([F:28])([F:26])[F:27])[C:17]([OH:19])=[O:18])=[N:9][CH:10]=[CH:11][CH:12]=2)=[N:3][CH:2]=1. The catalyst class is: 14. (5) Reactant: [CH3:1][O:2][C:3](=[O:37])[C@H:4]([CH2:22][C:23]1[CH:28]=[CH:27][C:26]([C:29]2[CH:34]=[CH:33][CH:32]=[CH:31][C:30]=2[O:35][CH3:36])=[CH:25][CH:24]=1)[NH:5][C:6](=[O:21])[C:7]1[CH:12]=[CH:11][C:10]([C:13]([O:15]C(C)(C)C)=[O:14])=[CH:9][C:8]=1[Cl:20].C(O)(C(F)(F)F)=O. Product: [CH3:1][O:2][C:3](=[O:37])[C@H:4]([CH2:22][C:23]1[CH:28]=[CH:27][C:26]([C:29]2[CH:34]=[CH:33][CH:32]=[CH:31][C:30]=2[O:35][CH3:36])=[CH:25][CH:24]=1)[NH:5][C:6](=[O:21])[C:7]1[CH:12]=[CH:11][C:10]([C:13]([OH:15])=[O:14])=[CH:9][C:8]=1[Cl:20]. The catalyst class is: 2. (6) The catalyst class is: 51. Product: [Cl:1][C:2]1[N:10]=[C:9]2[C:5]([NH:6][CH:7]=[N:8]2)=[C:4]([NH:19][CH2:18][C:17]2[CH:20]=[CH:21][C:14]([O:13][CH3:12])=[CH:15][CH:16]=2)[N:3]=1. Reactant: [Cl:1][C:2]1[N:10]=[C:9]2[C:5]([NH:6][CH:7]=[N:8]2)=[C:4](Cl)[N:3]=1.[CH3:12][O:13][C:14]1[CH:21]=[CH:20][C:17]([CH2:18][NH2:19])=[CH:16][CH:15]=1.[OH-].[Na+]. (7) The catalyst class is: 4. Product: [CH2:1]([N:5]([CH2:19][CH2:20][CH2:21][CH3:22])[CH2:6][CH2:7][CH2:8][O:9][C:10]1[CH:18]=[CH:17][C:13]([C:14]([N:25]([CH3:24])[O:26][CH3:27])=[O:15])=[CH:12][CH:11]=1)[CH2:2][CH2:3][CH3:4]. Reactant: [CH2:1]([N:5]([CH2:19][CH2:20][CH2:21][CH3:22])[CH2:6][CH2:7][CH2:8][O:9][C:10]1[CH:18]=[CH:17][C:13]([C:14](Cl)=[O:15])=[CH:12][CH:11]=1)[CH2:2][CH2:3][CH3:4].Cl.[CH3:24][NH:25][O:26][CH3:27].N1C=CC=CC=1.